This data is from Full USPTO retrosynthesis dataset with 1.9M reactions from patents (1976-2016). The task is: Predict the reactants needed to synthesize the given product. (1) Given the product [CH3:1][N:2]1[C:10]2[C:5](=[CH:6][C:7]([CH2:11][OH:12])=[CH:8][CH:9]=2)[CH:4]=[C:3]1[CH3:15], predict the reactants needed to synthesize it. The reactants are: [CH3:1][N:2]1[C:10]2[C:5](=[CH:6][C:7]([C:11](OC)=[O:12])=[CH:8][CH:9]=2)[CH:4]=[C:3]1[CH3:15].O.O.O.O.O.O.O.O.O.O.S([O-])([O-])(=O)=O.[Na+].[Na+]. (2) Given the product [OH:20][C:6]1[C:7]2[O:13][CH:12]=[C:11]([C:14]3[CH:15]=[CH:16][CH:17]=[CH:18][CH:19]=3)[C:8]=2[CH:9]=[N:10][C:5]=1[C:3]([NH:21][CH2:22][C:23]([OH:25])=[O:24])=[O:4], predict the reactants needed to synthesize it. The reactants are: CO[C:3]([C:5]1[N:10]=[CH:9][C:8]2[C:11]([C:14]3[CH:19]=[CH:18][CH:17]=[CH:16][CH:15]=3)=[CH:12][O:13][C:7]=2[C:6]=1[OH:20])=[O:4].[NH2:21][CH2:22][C:23]([OH:25])=[O:24].Cl. (3) Given the product [N:11]1([C:15]2[CH:16]=[C:17]([OH:29])[C:18](=[O:21])[NH:19][N:20]=2)[CH2:14][CH2:13][CH2:12]1, predict the reactants needed to synthesize it. The reactants are: C(C1C=C(O)C(=O)NN=1)C.[N:11]1([C:15]2[N:20]=[N:19][C:18]([O:21]CC3C=CC=CC=3)=[C:17]([O:29]CC3C=CC=CC=3)[CH:16]=2)[CH2:14][CH2:13][CH2:12]1. (4) Given the product [Br:26][C:14]1[CH2:15][C:16]2[C:12]([CH:13]=1)=[C:11]([C:8]1[CH:7]=[CH:6][C:5]([C:1]([CH3:4])([CH3:3])[CH3:2])=[CH:10][CH:9]=1)[C:19]([CH3:20])=[C:18]([CH3:21])[CH:17]=2, predict the reactants needed to synthesize it. The reactants are: [C:1]([C:5]1[CH:10]=[CH:9][C:8]([C:11]2[C:19]([CH3:20])=[C:18]([CH3:21])[CH:17]=[C:16]3[C:12]=2[CH:13]=[CH:14][CH2:15]3)=[CH:7][CH:6]=1)([CH3:4])([CH3:3])[CH3:2].CS(C)=O.[Br:26]N1C(=O)CCC1=O.O.C1(C)C=CC(S(O)(=O)=O)=CC=1. (5) Given the product [CH3:18][N:19]([CH3:23])[CH2:20][CH2:21][NH:22][C:8]1[CH:9]=[CH:10][C:5]([C:4]([N:3]([CH2:16][CH3:17])[CH2:1][CH3:2])=[O:15])=[CH:6][C:7]=1[N+:12]([O-:14])=[O:13], predict the reactants needed to synthesize it. The reactants are: [CH2:1]([N:3]([CH2:16][CH3:17])[C:4](=[O:15])[C:5]1[CH:10]=[CH:9][C:8](F)=[C:7]([N+:12]([O-:14])=[O:13])[CH:6]=1)[CH3:2].[CH3:18][N:19]([CH3:23])[CH2:20][CH2:21][NH2:22]. (6) Given the product [Cl:1][C:2]1[CH:7]=[CH:6][C:5]([S:8]([C:11]2[CH:12]=[CH:13][C:14]([NH2:17])=[CH:15][CH:16]=2)(=[O:9])=[O:10])=[CH:4][C:3]=1[C:20]([F:23])([F:21])[F:22], predict the reactants needed to synthesize it. The reactants are: [Cl:1][C:2]1[CH:7]=[CH:6][C:5]([S:8]([C:11]2[CH:16]=[CH:15][C:14]([N+:17]([O-])=O)=[CH:13][CH:12]=2)(=[O:10])=[O:9])=[CH:4][C:3]=1[C:20]([F:23])([F:22])[F:21]. (7) Given the product [N:12]1[CH:13]=[CH:14][CH:15]=[CH:16][C:11]=1[O:1][C:2]1[CH:9]=[CH:8][C:5]([CH:6]=[O:7])=[CH:4][CH:3]=1, predict the reactants needed to synthesize it. The reactants are: [OH:1][C:2]1[CH:9]=[CH:8][C:5]([CH:6]=[O:7])=[CH:4][CH:3]=1.F[C:11]1[CH:16]=[CH:15][CH:14]=[CH:13][N:12]=1.[H-].[Na+]. (8) Given the product [Br:7][C:8]1[CH:9]=[CH:10][C:11]([C@@H:14]2[CH2:16][C@H:15]2[C:17]([OH:19])=[O:18])=[CH:12][CH:13]=1, predict the reactants needed to synthesize it. The reactants are: [N+](=CC([O-])=O)=[N-].[Br:7][C:8]1[CH:13]=[CH:12][C:11]([C@H:14]2[CH2:16][C@H:15]2[C:17]([O:19]CC)=[O:18])=[CH:10][CH:9]=1.BrC1C=CC(C=C)=CC=1.[Li+].[OH-]. (9) Given the product [Cl:19][C:20]1[CH:21]=[C:22]([CH:23]=[CH:24][C:25]=1[Cl:26])[O:27][C:2]1[N:7]=[C:6]([C:8]([N:10]2[CH2:15][CH2:14][N:13]([CH:16]([CH3:18])[CH3:17])[CH2:12][CH2:11]2)=[O:9])[CH:5]=[CH:4][CH:3]=1, predict the reactants needed to synthesize it. The reactants are: Br[C:2]1[N:7]=[C:6]([C:8]([N:10]2[CH2:15][CH2:14][N:13]([CH:16]([CH3:18])[CH3:17])[CH2:12][CH2:11]2)=[O:9])[CH:5]=[CH:4][CH:3]=1.[Cl:19][C:20]1[CH:21]=[C:22]([OH:27])[CH:23]=[CH:24][C:25]=1[Cl:26].C([O-])([O-])=O.[K+].[K+]. (10) Given the product [NH:1]1[C:5]2[CH:6]=[CH:7][CH:8]=[CH:9][C:4]=2[N:3]=[C:2]1[C:10]([C:12]1[CH:13]=[CH:14][C:15]([O:16][C:17]2[C:18]([C:23]([OH:25])=[O:24])=[N:19][CH:20]=[CH:21][N:22]=2)=[CH:28][CH:29]=1)=[O:11], predict the reactants needed to synthesize it. The reactants are: [NH:1]1[C:5]2[CH:6]=[CH:7][CH:8]=[CH:9][C:4]=2[N:3]=[C:2]1[C:10]([C:12]1[CH:29]=[CH:28][C:15]([O:16][C:17]2[C:18]([C:23]([O:25]CC)=[O:24])=[N:19][CH:20]=[CH:21][N:22]=2)=[CH:14][CH:13]=1)=[O:11].[OH-].[Na+].